Predict the reactants needed to synthesize the given product. From a dataset of Full USPTO retrosynthesis dataset with 1.9M reactions from patents (1976-2016). (1) Given the product [CH2:1]([O:8][C:9]1[CH:38]=[CH:37][C:36]([C:39]([F:42])([F:40])[F:41])=[CH:35][C:10]=1[CH2:11][N:12]([CH2:20][C:21]1[CH:22]=[C:23]([C:31]([F:33])([F:32])[F:34])[CH:24]=[C:25]([C:27]([F:30])([F:28])[F:29])[CH:26]=1)[C:13]1[N:14]=[CH:15][C:16]([O:19][CH2:46][CH2:45][S:44][CH3:43])=[CH:17][N:18]=1)[C:2]1[CH:7]=[CH:6][CH:5]=[CH:4][CH:3]=1, predict the reactants needed to synthesize it. The reactants are: [CH2:1]([O:8][C:9]1[CH:38]=[CH:37][C:36]([C:39]([F:42])([F:41])[F:40])=[CH:35][C:10]=1[CH2:11][N:12]([CH2:20][C:21]1[CH:26]=[C:25]([C:27]([F:30])([F:29])[F:28])[CH:24]=[C:23]([C:31]([F:34])([F:33])[F:32])[CH:22]=1)[C:13]1[N:18]=[CH:17][C:16]([OH:19])=[CH:15][N:14]=1)[C:2]1[CH:7]=[CH:6][CH:5]=[CH:4][CH:3]=1.[CH3:43][S:44][CH2:45][CH2:46]O.C1(P(C2C=CC=CC=2)C2C=CC=CC=2)C=CC=CC=1.N(C(OCC)=O)=NC(OCC)=O.C1(C)C=CC=CC=1. (2) Given the product [NH2:17][C:16]1[CH:15]=[CH:14][C:11]([C:12]#[N:13])=[CH:10][C:9]=1[F:8], predict the reactants needed to synthesize it. The reactants are: FC(F)(F)C(O)=O.[F:8][C:9]1[CH:10]=[C:11]([CH:14]=[CH:15][C:16]=1[NH:17]CC1C=CC(OC)=CC=1)[C:12]#[N:13].C(=O)([O-])O.[Na+].